From a dataset of Full USPTO retrosynthesis dataset with 1.9M reactions from patents (1976-2016). Predict the reactants needed to synthesize the given product. (1) Given the product [F:1][C:2]1[C:7]2[N:8]=[CH:9][O:10][C:6]=2[CH:5]=[C:4]([C:11]([NH:50][O:49][CH2:48][CH2:47][O:46][CH:44]=[CH2:45])=[O:13])[C:3]=1[NH:14][C:15]1[CH:20]=[CH:19][C:18]([I:21])=[CH:17][C:16]=1[F:22], predict the reactants needed to synthesize it. The reactants are: [F:1][C:2]1[C:7]2[N:8]=[CH:9][O:10][C:6]=2[CH:5]=[C:4]([C:11]([OH:13])=O)[C:3]=1[NH:14][C:15]1[CH:20]=[CH:19][C:18]([I:21])=[CH:17][C:16]=1[F:22].C1C=CC2N(O)N=NC=2C=1.CCN=C=NCCCN(C)C.[CH:44]([O:46][CH2:47][CH2:48][O:49][NH2:50])=[CH2:45].[NH4+].[Cl-]. (2) Given the product [CH3:1][N:2]1[C:6]([C:7]2[CH:12]=[CH:11][C:10]([O:13][C:15]3[C:20]4[CH:21]=[CH:22][S:23][C:19]=4[CH:18]=[CH:17][N:16]=3)=[CH:9][CH:8]=2)=[CH:5][CH:4]=[N:3]1, predict the reactants needed to synthesize it. The reactants are: [CH3:1][N:2]1[C:6]([C:7]2[CH:12]=[CH:11][C:10]([OH:13])=[CH:9][CH:8]=2)=[CH:5][CH:4]=[N:3]1.Cl[C:15]1[C:20]2[CH:21]=[CH:22][S:23][C:19]=2[CH:18]=[CH:17][N:16]=1.C(=O)([O-])[O-].[Cs+].[Cs+].O.